Dataset: Catalyst prediction with 721,799 reactions and 888 catalyst types from USPTO. Task: Predict which catalyst facilitates the given reaction. (1) Reactant: C(OOC(=O)C1C=CC=CC=1)(=O)C1C=CC=CC=1.[Cl:19][C:20]1[C:25]([F:26])=[CH:24][C:23]([CH3:27])=[CH:22][N:21]=1.C1C(=O)N([Br:35])C(=O)C1. Product: [Br:35][CH2:27][C:23]1[CH:24]=[C:25]([F:26])[C:20]([Cl:19])=[N:21][CH:22]=1. The catalyst class is: 53. (2) Reactant: [NH2:1][C@@H:2]1[C@@H:7]([OH:8])[C@H:6]([CH2:9][C:10]2[CH:15]=[C:14]([CH2:16][O:17][CH3:18])[C:13]([N+:19]([O-:21])=[O:20])=[C:12]([F:22])[CH:11]=2)[CH2:5][S:4](=[O:24])(=[O:23])[CH2:3]1.CC([O-])=O.[Na+].[C:30]([C:34]1[CH:35]=[C:36]([CH:39]=[CH:40][CH:41]=1)[CH:37]=O)([CH3:33])([CH3:32])[CH3:31].[BH3-]C#N.[Na+]. Product: [C:30]([C:34]1[CH:35]=[C:36]([CH:39]=[CH:40][CH:41]=1)[CH2:37][NH:1][C@@H:2]1[C@@H:7]([OH:8])[C@H:6]([CH2:9][C:10]2[CH:15]=[C:14]([CH2:16][O:17][CH3:18])[C:13]([N+:19]([O-:21])=[O:20])=[C:12]([F:22])[CH:11]=2)[CH2:5][S:4](=[O:24])(=[O:23])[CH2:3]1)([CH3:33])([CH3:31])[CH3:32]. The catalyst class is: 100. (3) The catalyst class is: 421. Product: [CH3:27][C@H:10]1[C@@H:11]([N:14]2[C:18]3=[C:19]4[CH:25]=[CH:24][NH:23][C:20]4=[N:21][CH:22]=[C:17]3[NH:16][C:15]2=[O:26])[CH2:12][CH2:13][NH:8][CH2:9]1. Reactant: C([N:8]1[CH2:13][CH2:12][C@H:11]([N:14]2[C:18]3=[C:19]4[CH:25]=[CH:24][NH:23][C:20]4=[N:21][CH:22]=[C:17]3[NH:16][C:15]2=[O:26])[C@H:10]([CH3:27])[CH2:9]1)C1C=CC=CC=1. (4) Reactant: [CH3:1][O:2][C:3](=[O:11])[C:4]1[CH:9]=[CH:8][CH:7]=[C:6]([NH2:10])[CH:5]=1.C(N(CC)CC)C.[CH3:19][C:20]1[CH:28]=[CH:27][CH:26]=[CH:25][C:21]=1[C:22](Cl)=[O:23]. Product: [CH3:1][O:2][C:3](=[O:11])[C:4]1[CH:9]=[CH:8][CH:7]=[C:6]([NH:10][C:22](=[O:23])[C:21]2[CH:25]=[CH:26][CH:27]=[CH:28][C:20]=2[CH3:19])[CH:5]=1. The catalyst class is: 133. (5) Reactant: [OH:1][C:2]1[CH:11]=[C:10]([OH:12])[CH:9]=[C:8]2[C:3]=1[C:4]([CH2:14][CH2:15][CH3:16])=[CH:5][C:6](=[O:13])[O:7]2.[N+](C1C=CC=CC=1)([O-])=O.[C:26](O[C:26](=[O:29])[CH2:27][CH3:28])(=[O:29])[CH2:27][CH3:28].Cl. Product: [OH:1][C:2]1[CH:11]=[C:10]([OH:12])[C:9]([C:26](=[O:29])[CH2:27][CH3:28])=[C:8]2[C:3]=1[C:4]([CH2:14][CH2:15][CH3:16])=[CH:5][C:6](=[O:13])[O:7]2. The catalyst class is: 26. (6) Reactant: [NH2:1][C:2]1[CH:7]=[CH:6][C:5]([OH:8])=[CH:4][C:3]=1[Cl:9].[H-].[Na+].[CH3:12][NH:13][C:14]([C:16]1[CH:17]=[C:18]2[C:23](=[CH:24][C:25]=1[O:26][CH2:27][C:28]1[CH:33]=[CH:32][CH:31]=[CH:30][CH:29]=1)[N:22]=[CH:21][CH:20]=[C:19]2Cl)=[O:15].C(OCC)(=O)C. Product: [CH3:12][NH:13][C:14]([C:16]1[CH:17]=[C:18]2[C:23](=[CH:24][C:25]=1[O:26][CH2:27][C:28]1[CH:33]=[CH:32][CH:31]=[CH:30][CH:29]=1)[N:22]=[CH:21][CH:20]=[C:19]2[O:8][C:5]1[CH:6]=[CH:7][C:2]([NH2:1])=[C:3]([Cl:9])[CH:4]=1)=[O:15]. The catalyst class is: 6. (7) Reactant: [CH3:1][NH:2][CH2:3][CH2:4][O:5][CH2:6][CH2:7][O:8][CH2:9][CH2:10][O:11][CH2:12][CH2:13][C:14]([O:16][C:17]([CH3:20])([CH3:19])[CH3:18])=[O:15].C(=O)([O-])[O-].[K+].[K+].[I-].[K+].[F:29][C:30]([F:71])([F:70])[C:31]1[CH:32]=[C:33]([CH:67]=[CH:68][CH:69]=1)[CH2:34][NH:35][C:36](=[O:66])[C:37]1[CH:42]=[CH:41][N:40]=[C:39]([C:43]2[CH:48]=[C:47]([N:49]3[CH2:54][CH2:53][CH2:52][CH2:51][CH2:50]3)[CH:46]=[CH:45][C:44]=2[NH:55][C:56](=[O:65])[C:57]2[CH:62]=[CH:61][CH:60]=[C:59]([CH2:63]Br)[CH:58]=2)[CH:38]=1. Product: [F:29][C:30]([F:71])([F:70])[C:31]1[CH:32]=[C:33]([CH:67]=[CH:68][CH:69]=1)[CH2:34][NH:35][C:36]([C:37]1[CH:42]=[CH:41][N:40]=[C:39]([C:43]2[CH:48]=[C:47]([N:49]3[CH2:54][CH2:53][CH2:52][CH2:51][CH2:50]3)[CH:46]=[CH:45][C:44]=2[NH:55][C:56]([C:57]2[CH:58]=[C:59]([CH:60]=[CH:61][CH:62]=2)[CH2:63][N:2]([CH3:1])[CH2:3][CH2:4][O:5][CH2:6][CH2:7][O:8][CH2:9][CH2:10][O:11][CH2:12][CH2:13][C:14]([O:16][C:17]([CH3:19])([CH3:18])[CH3:20])=[O:15])=[O:65])[CH:38]=1)=[O:66]. The catalyst class is: 9.